From a dataset of Peptide-MHC class I binding affinity with 185,985 pairs from IEDB/IMGT. Regression. Given a peptide amino acid sequence and an MHC pseudo amino acid sequence, predict their binding affinity value. This is MHC class I binding data. (1) The peptide sequence is NYILCYRKPH. The MHC is HLA-A11:01 with pseudo-sequence HLA-A11:01. The binding affinity (normalized) is 0. (2) The peptide sequence is SQISNTEMY. The MHC is HLA-A26:01 with pseudo-sequence HLA-A26:01. The binding affinity (normalized) is 0.213. (3) The peptide sequence is CSKHMDARY. The MHC is HLA-A33:01 with pseudo-sequence HLA-A33:01. The binding affinity (normalized) is 0. (4) The peptide sequence is WGKEAVNHF. The MHC is HLA-B57:01 with pseudo-sequence HLA-B57:01. The binding affinity (normalized) is 0.0847. (5) The MHC is HLA-A02:01 with pseudo-sequence HLA-A02:01. The binding affinity (normalized) is 0.459. The peptide sequence is IILFCFLAAV. (6) The binding affinity (normalized) is 0.0847. The MHC is HLA-A02:03 with pseudo-sequence HLA-A02:03. The peptide sequence is MPIAAAIGT. (7) The peptide sequence is PPIPMSRLF. The MHC is HLA-B51:01 with pseudo-sequence HLA-B51:01. The binding affinity (normalized) is 0.0449.